This data is from HIV replication inhibition screening data with 41,000+ compounds from the AIDS Antiviral Screen. The task is: Binary Classification. Given a drug SMILES string, predict its activity (active/inactive) in a high-throughput screening assay against a specified biological target. (1) The molecule is O=Cc1c(O)ccc2ccc(O)c(-c3c(O)ccc4ccc(O)cc34)c12. The result is 0 (inactive). (2) The compound is O=C1CCCCC(=Cc2ccccc2)N1. The result is 0 (inactive). (3) The drug is CC#[N+][Rh+2]1234[O+]=C5N(C(C)=O)CC(C(=O)OC)[NH+]5[Rh+2]1([N+]#CC)([O+]=C1N(C(C)=O)CC(C(=O)OC)[NH+]12)([O+]=C1N(C(C)=O)CC(C(=O)OC)[NH+]13)[NH+]1C(=[O+]4)N(C(C)=O)CC1C(=O)OC. The result is 0 (inactive).